Task: Predict which catalyst facilitates the given reaction.. Dataset: Catalyst prediction with 721,799 reactions and 888 catalyst types from USPTO Reactant: [CH3:1][C:2]1[C:7]([CH3:8])=[C:6]([O:9][CH2:10][C:11]([F:17])([F:16])[C:12]([F:15])([F:14])[F:13])[CH:5]=[CH:4][N+:3]=1[O-].C(OC(=O)C)(=[O:21])C. Product: [OH:21][CH2:1][C:2]1[C:7]([CH3:8])=[C:6]([O:9][CH2:10][C:11]([F:17])([F:16])[C:12]([F:15])([F:14])[F:13])[CH:5]=[CH:4][N:3]=1. The catalyst class is: 65.